This data is from hERG Central: cardiac toxicity at 1µM, 10µM, and general inhibition. The task is: Predict hERG channel inhibition at various concentrations. (1) The drug is CC(=O)N1CCN(c2ccc(Nc3nc(C)nc4c3oc3ccccc34)cc2)CC1.Cl. Results: hERG_inhib (hERG inhibition (general)): blocker. (2) The molecule is COc1cc(C(=O)N2CCN(c3ccc([N+](=O)[O-])cc3)CC2)ccc1OCc1c(C)noc1C. Results: hERG_inhib (hERG inhibition (general)): blocker. (3) The drug is Cl.c1ccc2c(c1)N1CCCN=C1N2CCN1CCCCC1. Results: hERG_inhib (hERG inhibition (general)): blocker. (4) The compound is Cn1c(-c2ccccc2)cnc1SCc1nc2ccccc2c(=O)[nH]1. Results: hERG_inhib (hERG inhibition (general)): blocker. (5) The compound is N#Cc1c(-c2ccccc2)nc(-c2ccncc2)[nH]c1=O. Results: hERG_inhib (hERG inhibition (general)): blocker. (6) The molecule is Cc1ccc2c(c1)C1CN(C)CCC1N2C(=O)Nc1cccc(C(F)(F)F)c1. Results: hERG_inhib (hERG inhibition (general)): blocker. (7) The drug is Cn1c(CSCc2ccc(F)cc2)nnc1SCC(=O)N1CCN(c2ccccc2)CC1. Results: hERG_inhib (hERG inhibition (general)): blocker. (8) Results: hERG_inhib (hERG inhibition (general)): blocker. The drug is CCC(=O)c1ccccc1OCCCN1CCC(Cc2ccccc2)CC1.O=C(O)C(=O)O. (9) The molecule is Cc1cccc(NC(=O)CN2CCN(C(=O)COc3cccc(Br)c3)CC2)c1C. Results: hERG_inhib (hERG inhibition (general)): blocker.